From a dataset of Experimentally validated miRNA-target interactions with 360,000+ pairs, plus equal number of negative samples. Binary Classification. Given a miRNA mature sequence and a target amino acid sequence, predict their likelihood of interaction. (1) The miRNA is hsa-miR-1343-3p with sequence CUCCUGGGGCCCGCACUCUCGC. The protein sequence of the target gene is MHYYRYSNAEVSCWYKYLLFSYNIVFWLAGVVFLGVGLWAWSEKGVLSDLTKVTRLHGIDPVVLVLMVGVVMFTLGFAGCVGALRENICLLKFFCGAIVLIFFLELAVAVLAFLFQDWVRDRFREFFESNIKSYRDDIDLQNLIDSLQKANQCCGAYGPEDWDLNVYFNCSGASYSREKCGVPFSCCVPDPAQKVVNTQCGYDVRIQLKSKWDEFIFTKGCIQALEGWLPRNIYIVAGVFIAISLLQIFGIFLARTLISDIEAVKAGHHF. Result: 0 (no interaction). (2) The miRNA is hsa-miR-6871-5p with sequence CAUGGGAGUUCGGGGUGGUUGC. The protein sequence of the target gene is MPPPRTGRGLLWLGLVLSSVCVALGSETQANSTTDALNVLLIIVDDLRPSLGCYGDKLVRSPNIDQLASHSLLFQNAFAQQAVCAPSRVSFLTGRRPDTTRLYDFNSYWRVHAGNFSTIPQYFKENGYVTMSVGKVFHPGISSNHTDDSPYSWSFPPYHPSSEKYENTKTCRGPDGELHANLLCPVDVLDVPEGTLPDKQSTEQAIQLLEKMKTSASPFFLAVGYHKPHIPFRYPKEFQKLYPLENITLAPDPEVPDGLPPVAYNPWMDIRQREDVQALNISVPYGPIPVDFQRKIRQSY.... Result: 1 (interaction). (3) The miRNA is hsa-miR-6793-5p with sequence UGUGGGUUCUGGGUUGGGGUGA. The protein sequence of the target gene is MNKHPWKNQLSEMVQPSGGPAEDQDMLGEESSLGKPAMLHLPSEQGTPETLQRCLEENQELRDAIRQSNQMLRERCEELLHFQVSQREEKEFLMCKFQEARKLVERLSLEKLDLRSQREQALKELEQLKKCQQQMAEDKASVKAQVTSLLGELQESQSRLEAATKDRQALEGRIRAVSEQVRQLESEREVLQQQHSVQVDQLRMQNQSVEAALRMERQAASEEKRKLAQLQAAYHQLFQDYDSHIKSSKGMQLEDLRQQLQQAEEALVAKQELIDKLKEEAEQHKIVMETVPVLKAQADI.... Result: 0 (no interaction).